Dataset: Catalyst prediction with 721,799 reactions and 888 catalyst types from USPTO. Task: Predict which catalyst facilitates the given reaction. (1) Reactant: Cl.Cl.Cl.[NH2:4][C@H:5]([C:10]1[N:11]=[C:12]([NH:15][C:16]2[CH:21]=[CH:20][C:19]([N:22]3[CH:26]=[C:25]([CH3:27])[N:24]=[CH:23]3)=[C:18]([O:28][CH3:29])[CH:17]=2)[S:13][CH:14]=1)[CH2:6][CH:7]([CH3:9])[CH3:8].[F:30][C:31]1[CH:38]=[CH:37][C:34]([CH:35]=O)=[CH:33][CH:32]=1.C(O)(=O)C.C(O[BH-](OC(=O)C)OC(=O)C)(=O)C.[Na+].[OH-].[Na+]. Product: [F:30][C:31]1[CH:38]=[CH:37][C:34]([CH2:35][NH:4][C@H:5]([C:10]2[N:11]=[C:12]([NH:15][C:16]3[CH:21]=[CH:20][C:19]([N:22]4[CH:26]=[C:25]([CH3:27])[N:24]=[CH:23]4)=[C:18]([O:28][CH3:29])[CH:17]=3)[S:13][CH:14]=2)[CH2:6][CH:7]([CH3:8])[CH3:9])=[CH:33][CH:32]=1. The catalyst class is: 7. (2) Reactant: [C:1](Cl)(=O)C.C([NH:8][C:9]1[CH:10]=[CH:11][C:12]([Br:18])=[C:13]([CH:17]=1)[C:14]([OH:16])=[O:15])(=O)C. Product: [CH3:1][O:16][C:14](=[O:15])[C:13]1[CH:17]=[C:9]([NH2:8])[CH:10]=[CH:11][C:12]=1[Br:18]. The catalyst class is: 5. (3) Reactant: C([O:5][C:6](=[O:39])[C:7]([CH3:38])([O:9][C:10]1[CH:15]=[CH:14][C:13]([CH2:16][C:17](=[O:37])[NH:18][CH2:19][C:20]2[C:21]([CH3:36])=[N:22][C:23]([C:26]3[CH:31]=[CH:30][C:29]([C:32]([F:35])([F:34])[F:33])=[CH:28][CH:27]=3)=[CH:24][CH:25]=2)=[CH:12][CH:11]=1)[CH3:8])(C)(C)C.C1(OC)C=CC=CC=1.FC(F)(F)C(O)=O. Product: [CH3:38][C:7]([O:9][C:10]1[CH:15]=[CH:14][C:13]([CH2:16][C:17](=[O:37])[NH:18][CH2:19][C:20]2[C:21]([CH3:36])=[N:22][C:23]([C:26]3[CH:27]=[CH:28][C:29]([C:32]([F:35])([F:33])[F:34])=[CH:30][CH:31]=3)=[CH:24][CH:25]=2)=[CH:12][CH:11]=1)([CH3:8])[C:6]([OH:39])=[O:5]. The catalyst class is: 2. (4) Reactant: [Cl:1]N1C(=O)CCC1=O.[NH2:9][C:10]([NH:12][C:13]1[NH:14][C:15]([C:21]2[CH:26]=[CH:25][C:24]([Br:27])=[CH:23][CH:22]=2)=[CH:16][C:17]=1[C:18]([NH2:20])=[O:19])=[O:11].O. Product: [NH2:9][C:10]([NH:12][C:13]1[NH:14][C:15]([C:21]2[CH:26]=[CH:25][C:24]([Br:27])=[CH:23][CH:22]=2)=[C:16]([Cl:1])[C:17]=1[C:18]([NH2:20])=[O:19])=[O:11]. The catalyst class is: 9.